This data is from Full USPTO retrosynthesis dataset with 1.9M reactions from patents (1976-2016). The task is: Predict the reactants needed to synthesize the given product. (1) Given the product [CH3:1][C:2]1[CH:7]=[C:6]([CH3:8])[CH:5]=[CH:4][C:3]=1[CH:9]([C:10]1[CH:11]=[CH:12][CH:13]=[CH:14][CH:15]=1)[NH:16][C:17](=[O:48])[CH2:18][C:19]1[CH:20]=[CH:21][C:22]2[O:26][C:25]([CH:27]([N:28]3[CH2:33][CH2:32][NH:31][CH2:30][CH2:29]3)[C:41]3[CH:46]=[CH:45][N:44]=[CH:43][CH:42]=3)=[CH:24][C:23]=2[CH:47]=1, predict the reactants needed to synthesize it. The reactants are: [CH3:1][C:2]1[CH:7]=[C:6]([CH3:8])[CH:5]=[CH:4][C:3]=1[CH:9]([NH:16][C:17](=[O:48])[CH2:18][C:19]1[CH:20]=[CH:21][C:22]2[O:26][C:25]([CH:27]([C:41]3[CH:46]=[CH:45][N:44]=[CH:43][CH:42]=3)[N:28]3[CH2:33][CH2:32][N:31](C(OC(C)(C)C)=O)[CH2:30][CH2:29]3)=[CH:24][C:23]=2[CH:47]=1)[C:10]1[CH:15]=[CH:14][CH:13]=[CH:12][CH:11]=1.[OH-].[Na+]. (2) Given the product [F:1][C:2]1[CH:3]=[CH:4][C:5]([C:8]2[C:16]3[C:11](=[CH:12][CH:13]=[C:14]([NH:17][C:26]([CH:23]4[CH2:24][CH2:25][N:21]([CH2:20][C:19](=[O:18])[N:29]5[CH2:30][CH2:31][N:32]([C:35]6[CH:40]=[CH:39][C:38]([C:41]7[N:42]=[CH:43][CH:44]=[CH:45][N:46]=7)=[CH:37][CH:36]=6)[CH2:33][CH2:34]5)[CH2:22]4)=[O:27])[CH:15]=3)[NH:10][N:9]=2)=[CH:6][CH:7]=1, predict the reactants needed to synthesize it. The reactants are: [F:1][C:2]1[CH:7]=[CH:6][C:5]([C:8]2[C:16]3[C:11](=[CH:12][CH:13]=[C:14]([NH2:17])[CH:15]=3)[NH:10][N:9]=2)=[CH:4][CH:3]=1.[O:18]=[C:19]([N:29]1[CH2:34][CH2:33][N:32]([C:35]2[CH:40]=[CH:39][C:38]([C:41]3[N:46]=[CH:45][CH:44]=[CH:43][N:42]=3)=[CH:37][CH:36]=2)[CH2:31][CH2:30]1)[CH2:20][N:21]1[CH2:25][CH2:24][CH:23]([C:26](O)=[O:27])[CH2:22]1.C(N(CC)CC)C.